This data is from Forward reaction prediction with 1.9M reactions from USPTO patents (1976-2016). The task is: Predict the product of the given reaction. (1) The product is: [CH2:1]([S:3][C:4]1[C:13]([C:14]([NH:36][CH2:35][C:31]2[CH:32]=[CH:33][CH:34]=[C:29]([F:28])[CH:30]=2)=[O:15])=[C:12]([CH3:19])[C:11]2[C:6](=[CH:7][C:8]([C:20]([F:23])([F:21])[F:22])=[CH:9][N:10]=2)[N:5]=1)[CH3:2]. Given the reactants [CH2:1]([S:3][C:4]1[C:13]([C:14](OCC)=[O:15])=[C:12]([CH3:19])[C:11]2[C:6](=[CH:7][C:8]([C:20]([F:23])([F:22])[F:21])=[CH:9][N:10]=2)[N:5]=1)[CH3:2].C[Al](C)C.[F:28][C:29]1[CH:30]=[C:31]([CH2:35][NH2:36])[CH:32]=[CH:33][CH:34]=1, predict the reaction product. (2) Given the reactants Cl[C:2]1[N:7]=[C:6]([NH:8][C@@H:9]2[CH2:14][CH2:13][CH2:12][CH2:11][C@@H:10]2[NH:15][C:16](=[O:22])[O:17][C:18]([CH3:21])([CH3:20])[CH3:19])[C:5]([F:23])=[CH:4][C:3]=1[C:24]#[N:25].[NH2:26][C:27]1[CH:28]=[N:29][CH:30]=[C:31]([F:33])[CH:32]=1.C(=O)([O-])[O-:35].[Cs+].[Cs+], predict the reaction product. The product is: [NH2:15][C@H:10]1[CH2:11][CH2:12][CH2:13][CH2:14][C@H:9]1[NH:8][C:6]1[C:5]([F:23])=[CH:4][C:3]([C:24]([NH2:25])=[O:35])=[C:2]([NH:26][C:27]2[CH:28]=[N:29][CH:30]=[C:31]([F:33])[CH:32]=2)[N:7]=1.[C:24]([C:3]1[CH:4]=[C:5]([F:23])[C:6]([NH:8][C@@H:9]2[CH2:14][CH2:13][CH2:12][CH2:11][C@@H:10]2[NH:15][C:16](=[O:22])[O:17][C:18]([CH3:21])([CH3:20])[CH3:19])=[N:7][C:2]=1[NH:26][C:27]1[CH:28]=[N:29][CH:30]=[C:31]([F:33])[CH:32]=1)#[N:25]. (3) The product is: [NH2:12][C:4]1[CH:5]=[C:6]([CH:10]=[CH:11][C:3]=1[CH2:1][CH3:2])[C:7]([OH:9])=[O:8]. Given the reactants [CH2:1]([C:3]1[CH:11]=[CH:10][C:6]([C:7]([OH:9])=[O:8])=[CH:5][C:4]=1[N+:12]([O-])=O)[CH3:2], predict the reaction product. (4) Given the reactants [Cl:1][C:2]1[CH:10]=[C:9]2[C:5]([CH:6]=[C:7]([C:11]([O:13][CH2:14][CH3:15])=[O:12])[NH:8]2)=[CH:4][CH:3]=1.[F:16][C:17]1[CH:18]=[C:19](B(O)O)[CH:20]=[CH:21][CH:22]=1.N1C=CC=CC=1, predict the reaction product. The product is: [Cl:1][C:2]1[CH:10]=[C:9]2[C:5]([CH:6]=[C:7]([C:11]([O:13][CH2:14][CH3:15])=[O:12])[N:8]2[C:21]2[CH:20]=[CH:19][CH:18]=[C:17]([F:16])[CH:22]=2)=[CH:4][CH:3]=1. (5) Given the reactants [OH:1][N:2]=[C:3]([C:9]1[N:13]([CH3:14])[CH:12]=[N:11][CH:10]=1)[C:4]1[S:5][CH:6]=[CH:7][CH:8]=1.Cl.Cl[CH2:17][C:18]1[N:19]=[C:20]([NH2:23])[S:21][CH:22]=1.C(=O)([O-])[O-].[Cs+].[Cs+].[I-].[K+], predict the reaction product. The product is: [CH3:14][N:13]1[C:9]([C:3](=[N:2][O:1][CH2:17][C:18]2[N:19]=[C:20]([NH2:23])[S:21][CH:22]=2)[C:4]2[S:5][CH:6]=[CH:7][CH:8]=2)=[CH:10][N:11]=[CH:12]1.